This data is from Forward reaction prediction with 1.9M reactions from USPTO patents (1976-2016). The task is: Predict the product of the given reaction. (1) Given the reactants BrC1C=CC(CN(CC(OC)OC)[S:8]([C:11]2[CH:16]=[CH:15][C:14]([CH3:17])=[CH:13][CH:12]=2)(=[O:10])=[O:9])=CC=1.[F:26][C:27]1[CH:40]=[CH:39][C:30]([CH2:31][NH:32][CH2:33][CH:34]([O:37][CH3:38])[O:35][CH3:36])=[CH:29][C:28]=1[Cl:41], predict the reaction product. The product is: [F:26][C:27]1[CH:40]=[CH:39][C:30]([CH2:31][N:32]([CH2:33][CH:34]([O:35][CH3:36])[O:37][CH3:38])[S:8]([C:11]2[CH:16]=[CH:15][C:14]([CH3:17])=[CH:13][CH:12]=2)(=[O:10])=[O:9])=[CH:29][C:28]=1[Cl:41]. (2) The product is: [CH2:46]([N+:37]([CH2:33][CH2:34][CH2:35][CH3:36])([CH2:38][CH2:39][CH2:40][CH3:41])[CH2:42][CH2:43][CH2:44][CH3:45])[CH2:47][CH2:48][CH3:49].[CH2:1]([O:8][C:9]([NH:11][C@H:12]([CH2:18][C:19]1[CH:24]=[CH:23][CH:22]=[CH:21][C:20]=1[F:25])[CH2:13][S:28]([O-:30])(=[O:29])=[O:27])=[O:10])[C:2]1[CH:3]=[CH:4][CH:5]=[CH:6][CH:7]=1. Given the reactants [CH2:1]([O:8][C:9]([NH:11][C@H:12]([CH2:18][C:19]1[CH:24]=[CH:23][CH:22]=[CH:21][C:20]=1[F:25])[CH2:13]SC(=O)C)=[O:10])[C:2]1[CH:7]=[CH:6][CH:5]=[CH:4][CH:3]=1.O[O:27][S:28]([O-:30])=[O:29].[K+].[OH-].[CH2:33]([N+:37]([CH2:46][CH2:47][CH2:48][CH3:49])([CH2:42][CH2:43][CH2:44][CH3:45])[CH2:38][CH2:39][CH2:40][CH3:41])[CH2:34][CH2:35][CH3:36], predict the reaction product. (3) Given the reactants [C:1]1([C:7]2[N:8]=[N:9][CH:10]=[C:11]([C:17]3[CH:22]=[CH:21][CH:20]=[CH:19][CH:18]=3)[C:12]=2[C:13]([O:15]C)=[O:14])[CH:6]=[CH:5][CH:4]=[CH:3][CH:2]=1.[CH3:23]O.[OH-].[K+], predict the reaction product. The product is: [CH3:23][C:10]1[N:9]=[N:8][C:7]([C:1]2[CH:6]=[CH:5][CH:4]=[CH:3][CH:2]=2)=[C:12]([C:13]([OH:15])=[O:14])[C:11]=1[C:17]1[CH:22]=[CH:21][CH:20]=[CH:19][CH:18]=1. (4) Given the reactants [CH3:1][S:2][C:3]1[CH:8]=[CH:7][C:6]([CH2:9][CH:10]([C:16](=O)[CH3:17])[C:11](OCC)=[O:12])=[CH:5][CH:4]=1.[NH2:19][NH2:20], predict the reaction product. The product is: [CH3:1][S:2][C:3]1[CH:8]=[CH:7][C:6]([CH2:9][C:10]2[C:11](=[O:12])[NH:19][NH:20][C:16]=2[CH3:17])=[CH:5][CH:4]=1. (5) Given the reactants Cl[C:2]1[CH:3]=[C:4]([C:9]2[N:13]3[C:14]4[N:22]=[C:21]([O:23][CH3:24])[CH:20]=[CH:19][C:15]=4[N:16]=[C:17]([CH3:18])[C:12]3=[C:11]([CH3:25])[N:10]=2)[CH:5]=C(Cl)C=1.[S:26]1C=CC(B(O)O)=C1.C([O-])([O-])=O.[K+].[K+], predict the reaction product. The product is: [CH3:24][O:23][C:21]1[CH:20]=[CH:19][C:15]2[N:16]=[C:17]([CH3:18])[C:12]3[N:13]([C:9]([C:4]4[CH:3]=[CH:2][S:26][CH:5]=4)=[N:10][C:11]=3[CH3:25])[C:14]=2[N:22]=1. (6) Given the reactants [OH:1][C@@H:2]1[CH2:8][CH2:7][CH2:6][C@H:5]([NH:9]C(=O)OC(C)(C)C)[CH2:4][CH2:3]1, predict the reaction product. The product is: [NH2:9][C@@H:5]1[CH2:6][CH2:7][CH2:8][C@H:2]([OH:1])[CH2:3][CH2:4]1. (7) Given the reactants [F:1][C:2]1[CH:3]=[C:4](B(O)O)[CH:5]=[CH:6][CH:7]=1.[C:11](=[O:14])([O-])[O-:12].[Na+].[Na+].Cl[C:18]1[N:23]=[C:22]2[S:24][CH:25]=[CH:26][C:21]2=[CH:20][C:19]=1[C@@H:27]([N:29]1C(=O)[C:36]2[C:31](=[CH:32][CH:33]=[CH:34][CH:35]=2)[C:30]1=[O:39])[CH3:28], predict the reaction product. The product is: [F:1][C:2]1[CH:3]=[C:4]([C:18]2[N:23]=[C:22]3[S:24][CH:25]=[CH:26][C:21]3=[CH:20][C:19]=2[C@@H:27]([NH:29][C:30]([C:31]2[CH:36]=[CH:35][CH:34]=[CH:33][C:32]=2[C:11]([OH:12])=[O:14])=[O:39])[CH3:28])[CH:5]=[CH:6][CH:7]=1. (8) Given the reactants F[C:2]1[C:7]([CH:8]2[CH2:13][CH2:12][O:11][CH2:10][CH2:9]2)=[CH:6][CH:5]=[CH:4][N:3]=1.[S:14]1[C:18]2[CH:19]=[CH:20][CH:21]=[CH:22][C:17]=2[N:16]=[C:15]1[NH:23][C:24]1[CH:29]=[CH:28][C:27]([OH:30])=[CH:26][CH:25]=1.C(=O)([O-])[O-].[Cs+].[Cs+], predict the reaction product. The product is: [O:11]1[CH2:12][CH2:13][CH:8]([C:7]2[C:2]([O:30][C:27]3[CH:26]=[CH:25][C:24]([NH:23][C:15]4[S:14][C:18]5[CH:19]=[CH:20][CH:21]=[CH:22][C:17]=5[N:16]=4)=[CH:29][CH:28]=3)=[N:3][CH:4]=[CH:5][CH:6]=2)[CH2:9][CH2:10]1.